From a dataset of Forward reaction prediction with 1.9M reactions from USPTO patents (1976-2016). Predict the product of the given reaction. (1) Given the reactants [Br:1][C:2]1[CH:3]=[C:4]2[C:9](=[CH:10][CH:11]=1)[C:8](=[O:12])[NH:7][C:6](=[O:13])/[C:5]/2=[CH:14]/OC.[CH3:17][N:18]([CH2:26][CH2:27][N:28]1[CH2:33][CH2:32][CH2:31][CH2:30][CH2:29]1)[C:19]1[CH:24]=[CH:23][C:22]([NH2:25])=[CH:21][CH:20]=1.C(O)(C(F)(F)F)=O.C(N(CC)CC)C, predict the reaction product. The product is: [Br:1][C:2]1[CH:3]=[C:4]2[C:9](=[CH:10][CH:11]=1)[C:8](=[O:12])[NH:7][C:6](=[O:13])/[C:5]/2=[CH:14]\[NH:25][C:22]1[CH:23]=[CH:24][C:19]([N:18]([CH3:17])[CH2:26][CH2:27][N:28]2[CH2:33][CH2:32][CH2:31][CH2:30][CH2:29]2)=[CH:20][CH:21]=1. (2) Given the reactants C([O:8][N:9]1[C:15](=[O:16])[N:14]2[CH2:17][C@H:10]1[CH2:11][CH2:12][C@H:13]2[C:18]([NH:20][C:21]1[CH:26]=[CH:25][N:24]=[CH:23][CH:22]=1)=[O:19])C1C=CC=CC=1, predict the reaction product. The product is: [OH:8][N:9]1[C:15](=[O:16])[N:14]2[CH2:17][C@H:10]1[CH2:11][CH2:12][C@H:13]2[C:18]([NH:20][C:21]1[CH:26]=[CH:25][N:24]=[CH:23][CH:22]=1)=[O:19]. (3) Given the reactants [Cl:1][C:2]([Cl:20])([Cl:19])[C:3]([N:5]1[CH2:10][CH2:9][CH:8]([C:11]2[CH:16]=[CH:15][CH:14]=[CH:13][C:12]=2[O:17][CH3:18])[CH2:7][CH2:6]1)=[O:4].[Cl:21][S:22](O)(=[O:24])=[O:23], predict the reaction product. The product is: [CH3:18][O:17][C:12]1[CH:13]=[CH:14][C:15]([S:22]([Cl:21])(=[O:24])=[O:23])=[CH:16][C:11]=1[CH:8]1[CH2:9][CH2:10][N:5]([C:3](=[O:4])[C:2]([Cl:1])([Cl:19])[Cl:20])[CH2:6][CH2:7]1. (4) Given the reactants CN.[CH2:3]([N:5](CC)CC)C.Cl[S:11]([C:14]1[CH:15]=[C:16]([CH:20]=[CH:21][CH:22]=1)[C:17]([OH:19])=[O:18])(=[O:13])=[O:12].Cl, predict the reaction product. The product is: [CH3:3][NH:5][S:11]([C:14]1[CH:15]=[C:16]([CH:20]=[CH:21][CH:22]=1)[C:17]([OH:19])=[O:18])(=[O:13])=[O:12].